From a dataset of Reaction yield outcomes from USPTO patents with 853,638 reactions. Predict the reaction yield, written as a fraction of the theoretical maximum amount of product (1.0 means a 100% yield; for example, 0.34 means a 34% yield). (1) The reactants are [CH3:1][C@@:2]12[C:9]([CH3:11])([CH3:10])[CH:6]([CH2:7][CH2:8]1)[C:5](=[O:12])[CH2:4][C:3]2=[O:13].C(N(CC)CC)C.[F:21][C:22]([F:33])([F:32])[C:23]1[CH:24]=[C:25]([N:29]=[C:30]=[O:31])[CH:26]=[CH:27][CH:28]=1.Cl. The catalyst is CN(C)C1C=CN=CC=1.ClCCl. The product is [F:21][C:22]([F:32])([F:33])[C:23]1[CH:24]=[C:25]([NH:29][C:30]([CH:4]2[C:5](=[O:12])[CH:6]3[C:9]([CH3:10])([CH3:11])[C@:2]([CH3:1])([CH2:8][CH2:7]3)[C:3]2=[O:13])=[O:31])[CH:26]=[CH:27][CH:28]=1. The yield is 0.410. (2) The reactants are [CH2:1]([O:3][C:4]([C:6]1[C:7]([Cl:24])=[C:8]2[CH:14]=[CH:13][N:12](CC3C=CC(OC)=CC=3)[C:9]2=[N:10][CH:11]=1)=[O:5])[CH3:2]. The catalyst is C(O)(C(F)(F)F)=O.OS(O)(=O)=O.C1(OC)C=CC=CC=1. The product is [CH2:1]([O:3][C:4]([C:6]1[C:7]([Cl:24])=[C:8]2[CH:14]=[CH:13][NH:12][C:9]2=[N:10][CH:11]=1)=[O:5])[CH3:2]. The yield is 0.460. (3) The reactants are [NH:1]1[C:9]2[C:4](=[CH:5][CH:6]=[CH:7][CH:8]=2)[CH:3]=[N:2]1.I[C:11]1[CH:12]=[C:13]([CH3:18])[CH:14]=[C:15]([CH3:17])[CH:16]=1. No catalyst specified. The product is [CH3:18][C:13]1[CH:12]=[C:11]([N:1]2[C:9]3[C:4](=[CH:5][CH:6]=[CH:7][CH:8]=3)[CH:3]=[N:2]2)[CH:16]=[C:15]([CH3:17])[CH:14]=1. The yield is 0.960. (4) The reactants are [CH3:1][O:2][C:3]1[CH:57]=[CH:56][C:6]([CH2:7][N:8]2[C:12]3=[N:13][CH:14]=[CH:15][C:16]([O:17][C:18]4[CH:23]=[CH:22][C:21]([NH:24][C:25]([C:27]5[C:32](=[O:33])[N:31]([C:34]6[CH:39]=[CH:38][C:37]([F:40])=[CH:36][CH:35]=6)[N:30]=[CH:29][CH:28]=5)=[O:26])=[CH:20][C:19]=4[F:41])=[C:11]3[C:10]([N:42]3[CH2:48][CH2:47][CH2:46][N:45](C(OC(C)(C)C)=O)[CH2:44][CH2:43]3)=[N:9]2)=[CH:5][CH:4]=1.FC(F)(F)C(O)=O. The catalyst is C(Cl)Cl. The product is [N:42]1([C:10]2[C:11]3[C:12](=[N:13][CH:14]=[CH:15][C:16]=3[O:17][C:18]3[CH:23]=[CH:22][C:21]([NH:24][C:25]([C:27]4[C:32](=[O:33])[N:31]([C:34]5[CH:39]=[CH:38][C:37]([F:40])=[CH:36][CH:35]=5)[N:30]=[CH:29][CH:28]=4)=[O:26])=[CH:20][C:19]=3[F:41])[N:8]([CH2:7][C:6]3[CH:5]=[CH:4][C:3]([O:2][CH3:1])=[CH:57][CH:56]=3)[N:9]=2)[CH2:48][CH2:47][CH2:46][NH:45][CH2:44][CH2:43]1. The yield is 0.589. (5) The reactants are [O:1]1[CH2:5][CH2:4][O:3][CH:2]1[C:6]1[CH:7]=[N:8][CH:9]=[CH:10][CH:11]=1.[I:12]C. The catalyst is ClCCl. The product is [I-:12].[O:1]1[CH2:5][CH2:4][O:3][CH:2]1[C:6]1[CH:7]=[NH+:8][CH:9]=[CH:10][CH:11]=1. The yield is 0.960. (6) The reactants are [C:1]([C:3]1[CH:4]=[CH:5][C:6]([F:12])=[C:7](B(O)O)[CH:8]=1)#[N:2].Br[C:14]1[CH:15]=[C:16]([CH2:20][N:21]2[CH2:26][CH2:25][N:24]([C:27]([O:29][CH2:30][C:31]3[CH:36]=[CH:35][CH:34]=[CH:33][CH:32]=3)=[O:28])[C@@H:23]([CH3:37])[CH2:22]2)[CH:17]=[CH:18][CH:19]=1.C([O-])([O-])=O.[K+].[K+]. The catalyst is O1CCOCC1.O.CCOC(C)=O.C1C=CC([P]([Pd]([P](C2C=CC=CC=2)(C2C=CC=CC=2)C2C=CC=CC=2)([P](C2C=CC=CC=2)(C2C=CC=CC=2)C2C=CC=CC=2)[P](C2C=CC=CC=2)(C2C=CC=CC=2)C2C=CC=CC=2)(C2C=CC=CC=2)C2C=CC=CC=2)=CC=1. The product is [C:1]([C:3]1[CH:4]=[CH:5][C:6]([F:12])=[C:7]([C:18]2[CH:19]=[CH:14][CH:15]=[C:16]([CH2:20][N:21]3[CH2:26][CH2:25][N:24]([C:27]([O:29][CH2:30][C:31]4[CH:36]=[CH:35][CH:34]=[CH:33][CH:32]=4)=[O:28])[C@@H:23]([CH3:37])[CH2:22]3)[CH:17]=2)[CH:8]=1)#[N:2]. The yield is 0.920.